Dataset: Full USPTO retrosynthesis dataset with 1.9M reactions from patents (1976-2016). Task: Predict the reactants needed to synthesize the given product. (1) Given the product [F:32][C:33]1[C:34]([N:46]2[CH2:51][CH2:50][O:49][CH2:48][CH2:47]2)=[C:35]([CH2:39][N:40]2[CH2:45][CH2:44][N:43]([C:12]([O:8][CH:3]([C:4]([F:7])([F:6])[F:5])[C:2]([F:10])([F:9])[F:1])=[O:14])[CH2:42][CH2:41]2)[CH:36]=[CH:37][CH:38]=1, predict the reactants needed to synthesize it. The reactants are: [F:1][C:2]([F:10])([F:9])[CH:3]([OH:8])[C:4]([F:7])([F:6])[F:5].Cl[C:12](Cl)([O:14]C(=O)OC(Cl)(Cl)Cl)Cl.C(N(CC)C(C)C)(C)C.[F:32][C:33]1[CH:38]=[CH:37][CH:36]=[C:35]([CH2:39][N:40]2[CH2:45][CH2:44][NH:43][CH2:42][CH2:41]2)[C:34]=1[N:46]1[CH2:51][CH2:50][O:49][CH2:48][CH2:47]1. (2) Given the product [C:1]([C:3]1[CH:4]=[C:5]([C:13]2[C:21]3[C:16](=[CH:17][C:18]([S:22]([NH:25][C:26]4[S:30][N:29]=[CH:28][N:27]=4)(=[O:23])=[O:24])=[CH:19][CH:20]=3)[N:15]([CH3:42])[CH:14]=2)[CH:6]=[CH:7][CH:8]=1)#[N:2], predict the reactants needed to synthesize it. The reactants are: [C:1]([C:3]1[CH:4]=[C:5](B(O)O)[CH:6]=[CH:7][CH:8]=1)#[N:2].Br[C:13]1[C:21]2[C:16](=[CH:17][C:18]([S:22]([N:25](CC3C=CC(OC)=CC=3OC)[C:26]3[S:30][N:29]=[CH:28][N:27]=3)(=[O:24])=[O:23])=[CH:19][CH:20]=2)[N:15]([CH3:42])[CH:14]=1. (3) Given the product [Cl:25][C:26]1[CH:31]=[CH:30][CH:29]=[CH:28][C:27]=1[NH:32][C:33](=[O:34])[NH:1][C:2]1[CH:3]=[CH:4][C:5]([NH:8][S:9]([C:12]2[CH:13]=[C:14]([C:18]3[CH:23]=[CH:22][C:21]([F:24])=[CH:20][CH:19]=3)[CH:15]=[CH:16][CH:17]=2)(=[O:11])=[O:10])=[CH:6][CH:7]=1, predict the reactants needed to synthesize it. The reactants are: [NH2:1][C:2]1[CH:7]=[CH:6][C:5]([NH:8][S:9]([C:12]2[CH:13]=[C:14]([C:18]3[CH:23]=[CH:22][C:21]([F:24])=[CH:20][CH:19]=3)[CH:15]=[CH:16][CH:17]=2)(=[O:11])=[O:10])=[CH:4][CH:3]=1.[Cl:25][C:26]1[CH:31]=[CH:30][CH:29]=[CH:28][C:27]=1[N:32]=[C:33]=[O:34]. (4) The reactants are: [NH3:1].Br[CH2:3][C:4]1[CH:5]=[C:6]([CH:9]=[CH:10][C:11]=1[S:12]([CH2:15][CH3:16])(=[O:14])=[O:13])[C:7]#[N:8]. Given the product [NH2:1][CH2:3][C:4]1[CH:5]=[C:6]([CH:9]=[CH:10][C:11]=1[S:12]([CH2:15][CH3:16])(=[O:14])=[O:13])[C:7]#[N:8], predict the reactants needed to synthesize it. (5) Given the product [NH2:32][C:7]1[C:8]([C:10]2[O:11][C:12]([C:15]([OH:21])([CH3:20])[C:16]([F:19])([F:18])[F:17])=[N:13][N:14]=2)=[N:9][C:4]([CH:1]2[CH2:3][CH2:2]2)=[C:5]([C:33]([F:34])([F:36])[F:35])[CH:6]=1, predict the reactants needed to synthesize it. The reactants are: [CH:1]1([C:4]2[N:9]=[C:8]([C:10]3[O:11][C:12]([C:15]([O:21][Si](C(C)C)(C(C)C)C(C)C)([CH3:20])[C:16]([F:19])([F:18])[F:17])=[N:13][N:14]=3)[C:7]([NH2:32])=[CH:6][C:5]=2[C:33]([F:36])([F:35])[F:34])[CH2:3][CH2:2]1.[F-].C([N+](CCCC)(CCCC)CCCC)CCC. (6) Given the product [Br:8][C:9]1[CH:14]=[CH:13][C:12]([C:15]([F:18])([F:17])[F:16])=[C:11]([O:5][CH2:4][CH2:3][O:2][CH3:1])[CH:10]=1, predict the reactants needed to synthesize it. The reactants are: [CH3:1][O:2][CH2:3][CH2:4][OH:5].[H-].[Na+].[Br:8][C:9]1[CH:14]=[CH:13][C:12]([C:15]([F:18])([F:17])[F:16])=[C:11](F)[CH:10]=1.P([O-])(O)(O)=O.[K+]. (7) Given the product [C:1]([O:5][C:6]([NH:7][CH:8]([C:9]1[CH:10]=[CH:11][CH:12]=[CH:13][CH:14]=1)[C:9]1[CH:10]=[C:11]([CH:12]=[CH:13][CH:14]=1)[O:39][CH2:40][CH:41]1[CH2:42][CH2:43][N:44]([C:47]([O:49][CH2:50][C:51]2[CH:52]=[CH:53][CH:54]=[CH:55][CH:56]=2)=[O:48])[CH2:45][CH2:46]1)=[O:22])([CH3:2])([CH3:3])[CH3:4], predict the reactants needed to synthesize it. The reactants are: [C:1]([O:5][C:6](=[O:22])[N:7](C1C=CC=C(O)C=1)[CH2:8][C:9]1[CH:14]=[CH:13][CH:12]=[CH:11][CH:10]=1)([CH3:4])([CH3:3])[CH3:2].C(=O)([O-])[O-].[K+].[K+].S([O:39][CH2:40][CH:41]1[CH2:46][CH2:45][N:44]([C:47]([O:49][CH2:50][C:51]2[CH:56]=[CH:55][CH:54]=[CH:53][CH:52]=2)=[O:48])[CH2:43][CH2:42]1)(C1C=CC(C)=CC=1)(=O)=O.